This data is from Reaction yield outcomes from USPTO patents with 853,638 reactions. The task is: Predict the reaction yield, written as a fraction of the theoretical maximum amount of product (1.0 means a 100% yield; for example, 0.34 means a 34% yield). (1) The reactants are [C:1]([O:5][C:6]([NH:8][C:9]1[N:14]=[C:13]([C:15](OCC)=[O:16])[CH:12]=[CH:11][CH:10]=1)=[O:7])([CH3:4])([CH3:3])[CH3:2].[H-].[H-].[H-].[H-].[Li+].[Al+3]. The catalyst is C1COCC1. The product is [OH:16][CH2:15][C:13]1[N:14]=[C:9]([NH:8][C:6](=[O:7])[O:5][C:1]([CH3:3])([CH3:2])[CH3:4])[CH:10]=[CH:11][CH:12]=1. The yield is 0.410. (2) The reactants are [F:1][CH:2]([F:22])[O:3][C:4]1[CH:9]=[CH:8][C:7]([C:10](=[O:21])[C:11]([C:13]2[CH:14]=[C:15]([CH:18]=[CH:19][CH:20]=2)[CH:16]=[O:17])=[O:12])=[CH:6][CH:5]=1.[C:23]([Mg]Br)#[C:24][CH3:25]. The catalyst is COCCOC.C1COCC1. The product is [F:1][CH:2]([F:22])[O:3][C:4]1[CH:9]=[CH:8][C:7]([C:10](=[O:21])[C:11]([C:13]2[CH:20]=[CH:19][CH:18]=[C:15]([CH:16]([OH:17])[C:23]#[C:24][CH3:25])[CH:14]=2)=[O:12])=[CH:6][CH:5]=1. The yield is 0.490.